Task: Predict which catalyst facilitates the given reaction.. Dataset: Catalyst prediction with 721,799 reactions and 888 catalyst types from USPTO (1) Reactant: [Cl:1][C:2]1[CH:8]=[C:7]([O:9][C:10]2[S:14][N:13]=[C:12]([C:15]3([Cl:18])[CH2:17][CH2:16]3)[N:11]=2)[C:6]([CH3:19])=[CH:5][C:3]=1[NH2:4].CO[CH:22](OC)[N:23]([CH2:25][CH3:26])[CH3:24]. Product: [Cl:1][C:2]1[CH:8]=[C:7]([O:9][C:10]2[S:14][N:13]=[C:12]([C:15]3([Cl:18])[CH2:16][CH2:17]3)[N:11]=2)[C:6]([CH3:19])=[CH:5][C:3]=1[N:4]=[CH:22][N:23]([CH2:25][CH3:26])[CH3:24]. The catalyst class is: 11. (2) Reactant: [C:1]12([CH2:11][NH:12][C:13]([C:15]3[C:20]([Cl:21])=[CH:19][N:18]=[C:17]([CH2:22][CH2:23][CH2:24][N:25]([CH2:33][CH2:34][CH2:35][O:36]C4CCCCO4)C(=O)OC(C)(C)C)[CH:16]=3)=[O:14])[CH2:10][CH:5]3[CH2:6][CH:7]([CH2:9][CH:3]([CH2:4]3)[CH2:2]1)[CH2:8]2. Product: [ClH:21].[ClH:21].[C:1]12([CH2:11][NH:12][C:13](=[O:14])[C:15]3[C:20]([Cl:21])=[CH:19][N:18]=[C:17]([CH2:22][CH2:23][CH2:24][NH:25][CH2:33][CH2:34][CH2:35][OH:36])[CH:16]=3)[CH2:8][CH:7]3[CH2:9][CH:3]([CH2:4][CH:5]([CH2:6]3)[CH2:10]1)[CH2:2]2. The catalyst class is: 240. (3) Reactant: [C:1]([N:4]1[C:13]2[C:8](=[CH:9][C:10]([C:14]#[N:15])=[CH:11][CH:12]=2)[C@H:7]([NH:16][C:17]2[CH:22]=[CH:21][C:20]([F:23])=[CH:19][N:18]=2)[C@@H:6]([CH3:24])[C@@H:5]1[CH:25]1[CH2:27][CH2:26]1)(=[O:3])[CH3:2].OO.C(=O)([O-])[O-:31].[K+].[K+]. Product: [C:1]([N:4]1[C:13]2[C:8](=[CH:9][C:10]([C:14]([NH2:15])=[O:31])=[CH:11][CH:12]=2)[C@H:7]([NH:16][C:17]2[CH:22]=[CH:21][C:20]([F:23])=[CH:19][N:18]=2)[C@@H:6]([CH3:24])[C@@H:5]1[CH:25]1[CH2:27][CH2:26]1)(=[O:3])[CH3:2]. The catalyst class is: 16.